The task is: Predict the product of the given reaction.. This data is from Forward reaction prediction with 1.9M reactions from USPTO patents (1976-2016). Given the reactants Br[C:2]1[CH:11]=[CH:10][C:9]2[N:8]=[CH:7][C:6]3[N:12]([CH3:23])[C:13](=[O:22])[N:14]([C:15]4[C:16]([CH3:21])=[N:17][N:18]([CH3:20])[CH:19]=4)[C:5]=3[C:4]=2[CH:3]=1.[CH2:24]([O:26][C:27]1[CH:32]=[C:31](B(O)O)[CH:30]=[CH:29][N:28]=1)[CH3:25], predict the reaction product. The product is: [CH3:20][N:18]1[CH:19]=[C:15]([N:14]2[C:5]3[C:4]4[CH:3]=[C:2]([C:31]5[CH:30]=[CH:29][N:28]=[C:27]([O:26][CH2:24][CH3:25])[CH:32]=5)[CH:11]=[CH:10][C:9]=4[N:8]=[CH:7][C:6]=3[N:12]([CH3:23])[C:13]2=[O:22])[C:16]([CH3:21])=[N:17]1.